Dataset: Catalyst prediction with 721,799 reactions and 888 catalyst types from USPTO. Task: Predict which catalyst facilitates the given reaction. (1) Reactant: C[O:2][C:3](=[O:36])[C@@H:4]([NH:14][C:15]([C:17]1[S:18][C:19]([C:23](=[O:35])[NH:24][CH2:25][C:26]2[CH:34]=[CH:33][CH:32]=[C:31]3[C:27]=2[CH:28]=[N:29][NH:30]3)=[CH:20][C:21]=1[Cl:22])=[O:16])[CH2:5][NH:6][C:7]([C:9]1[S:10][CH:11]=[CH:12][CH:13]=1)=[O:8].O.[OH-].[Li+].Cl. Product: [Cl:22][C:21]1[CH:20]=[C:19]([C:23](=[O:35])[NH:24][CH2:25][C:26]2[CH:34]=[CH:33][CH:32]=[C:31]3[C:27]=2[CH:28]=[N:29][NH:30]3)[S:18][C:17]=1[C:15]([NH:14][C@@H:4]([CH2:5][NH:6][C:7]([C:9]1[S:10][CH:11]=[CH:12][CH:13]=1)=[O:8])[C:3]([OH:36])=[O:2])=[O:16]. The catalyst class is: 20. (2) Reactant: [F:1][C:2]1[CH:7]=[C:6]([N+:8]([O-:10])=[O:9])[CH:5]=[CH:4][C:3]=1[N:11]1[CH2:16][CH2:15][NH:14][CH2:13][CH2:12]1.Br[CH2:18][CH2:19][F:20].C([O-])([O-])=O.[Na+].[Na+]. Product: [F:20][CH2:19][CH2:18][N:14]1[CH2:15][CH2:16][N:11]([C:3]2[CH:4]=[CH:5][C:6]([N+:8]([O-:10])=[O:9])=[CH:7][C:2]=2[F:1])[CH2:12][CH2:13]1. The catalyst class is: 31. (3) Reactant: [Cl:1][C:2]1[S:3][C:4]([S:8](Cl)(=[O:10])=[O:9])=[C:5]([CH3:7])[N:6]=1.C[C:13]1[CH:18]=[CH:17][C:16]([NH:19][C:20]([NH:22][C:23]2[CH:28]=[CH:27][CH:26]=[CH:25][CH:24]=2)=[O:21])=[C:15](N)[CH:14]=1.[N:30]1C=CC=C[CH:31]=1. Product: [CH3:31][N:30]([C:13]1[CH:14]=[CH:15][C:16]([NH:19][C:20]([NH:22][C:23]2[CH:24]=[CH:25][CH:26]=[CH:27][CH:28]=2)=[O:21])=[CH:17][CH:18]=1)[S:8]([C:4]1[S:3][C:2]([Cl:1])=[N:6][C:5]=1[CH3:7])(=[O:10])=[O:9]. The catalyst class is: 2. (4) Reactant: [C:1]1([CH:7]2[O:11][C:10](=[O:12])[NH:9][CH2:8]2)[CH:6]=[CH:5][CH:4]=[CH:3][CH:2]=1.I[C:14]1[CH:15]=[N:16][N:17]2[CH2:22][C@H:21]([CH3:23])[NH:20][CH2:19][C:18]=12.CN[C@@H]1CCCC[C@H]1NC. Product: [CH3:23][C@H:21]1[CH2:22][N:17]2[N:16]=[CH:15][C:14]([N:9]3[CH2:8][CH:7]([C:1]4[CH:2]=[CH:3][CH:4]=[CH:5][CH:6]=4)[O:11][C:10]3=[O:12])=[C:18]2[CH2:19][NH:20]1. The catalyst class is: 185. (5) Product: [CH3:1][C:2]([O:6][C:8](=[O:10])[NH:45][C:42]1[CH:43]=[CH:44][C:39]([C:36]2[N:37]=[CH:38][N:34]([C:31]3[CH:30]=[CH:29][C:28]([O:27][C:26]([F:25])([F:46])[F:47])=[CH:33][CH:32]=3)[N:35]=2)=[CH:40][CH:41]=1)([CH3:3])[C:4]#[CH:5]. Reactant: [CH3:1][C:2]([OH:6])([C:4]#[CH:5])[CH3:3].Cl[C:8](Cl)([O:10]C(=O)OC(Cl)(Cl)Cl)Cl.N1C=CC=CC=1.[F:25][C:26]([F:47])([F:46])[O:27][C:28]1[CH:33]=[CH:32][C:31]([N:34]2[CH:38]=[N:37][C:36]([C:39]3[CH:44]=[CH:43][C:42]([NH2:45])=[CH:41][CH:40]=3)=[N:35]2)=[CH:30][CH:29]=1.NC1C=CC=CC=1. The catalyst class is: 2. (6) The catalyst class is: 30. Reactant: [NH2:1][C:2]1[CH:3]=[CH:4][C:5]([CH3:9])=[C:6]([OH:8])[CH:7]=1.C(N(CC)CC)C.[C:17]([O:21][C:22](O[C:22]([O:21][C:17]([CH3:20])([CH3:19])[CH3:18])=[O:23])=[O:23])([CH3:20])([CH3:19])[CH3:18]. Product: [OH:8][C:6]1[CH:7]=[C:2]([NH:1][C:22](=[O:23])[O:21][C:17]([CH3:20])([CH3:19])[CH3:18])[CH:3]=[CH:4][C:5]=1[CH3:9].